From a dataset of Full USPTO retrosynthesis dataset with 1.9M reactions from patents (1976-2016). Predict the reactants needed to synthesize the given product. The reactants are: [H-].[Na+].[Br-].[C:4]([CH2:7][CH2:8][CH2:9][P+](C1C=CC=CC=1)(C1C=CC=CC=1)C1C=CC=CC=1)([OH:6])=[O:5].[Cl:29][C:30]1[N:34]2[N:35]=[C:36]([CH:48]([CH3:50])[CH3:49])[C:37](C=O)=[C:38]([C:39]3[CH:44]=[CH:43][C:42]([F:45])=[CH:41][CH:40]=3)[C:33]2=[CH:32][CH:31]=1.Cl.[CH3:52]S(C)=O. Given the product [Cl:29][C:30]1[N:34]2[N:35]=[C:36]([CH:48]([CH3:49])[CH3:50])[C:37](/[CH:52]=[CH:9]/[CH2:8][CH2:7][C:4]([OH:6])=[O:5])=[C:38]([C:39]3[CH:44]=[CH:43][C:42]([F:45])=[CH:41][CH:40]=3)[C:33]2=[CH:32][CH:31]=1, predict the reactants needed to synthesize it.